This data is from Forward reaction prediction with 1.9M reactions from USPTO patents (1976-2016). The task is: Predict the product of the given reaction. (1) Given the reactants [CH3:1][Si:2]([C:5]#[CH:6])([CH3:4])[CH3:3].Br[C:8]1[CH:9]=[C:10]2[C:14](=[CH:15][CH:16]=1)[NH:13][C:12]([C:17]([NH:19][C@@H:20]1[CH2:25][CH2:24][CH2:23][CH2:22][C@@H:21]1[NH:26][C:27]([C:29]1[S:30][C:31]3[CH2:32][N:33]([CH3:38])[CH2:34][CH2:35][C:36]=3[N:37]=1)=[O:28])=[O:18])=[CH:11]2.C1(P(C2C=CC=CC=2)C2C=CC=CC=2)C=CC=CC=1.C(=O)([O-])O.[Na+], predict the reaction product. The product is: [CH3:38][N:33]1[CH2:34][CH2:35][C:36]2[N:37]=[C:29]([C:27]([NH:26][C@@H:21]3[CH2:22][CH2:23][CH2:24][CH2:25][C@@H:20]3[NH:19][C:17]([C:12]3[NH:13][C:14]4[C:10]([CH:11]=3)=[CH:9][C:8]([C:6]#[C:5][Si:2]([CH3:4])([CH3:3])[CH3:1])=[CH:16][CH:15]=4)=[O:18])=[O:28])[S:30][C:31]=2[CH2:32]1. (2) Given the reactants [Cl:1][C:2]1[CH:3]=[C:4]([N:9]2[C:13](=[O:14])[NH:12][C:11]([C:15]3[CH:22]=[CH:21][C:18]([C:19]#N)=[CH:17][CH:16]=3)=[N:10]2)[CH:5]=[CH:6][C:7]=1[Cl:8].C(C1C=CC(C(=O)C(O)=[O:33])=CC=1)#N.Cl.ClC1C=C(NN)C=CC=1Cl.Cl, predict the reaction product. The product is: [Cl:1][C:2]1[CH:3]=[C:4]([N:9]2[C:13](=[O:14])[NH:12][C:11]([C:15]3[CH:22]=[CH:21][C:18]([CH:19]=[O:33])=[CH:17][CH:16]=3)=[N:10]2)[CH:5]=[CH:6][C:7]=1[Cl:8]. (3) Given the reactants [C:1]1(B(O)O)[CH:6]=[CH:5][CH:4]=[CH:3][CH:2]=1.C(=O)([O-])[O-].[K+].[K+].Br[C:17]1[C:22]([CH3:23])=[CH:21][CH:20]=[CH:19][N:18]=1, predict the reaction product. The product is: [CH3:23][C:22]1[C:17]([C:1]2[CH:6]=[CH:5][CH:4]=[CH:3][CH:2]=2)=[N:18][CH:19]=[CH:20][CH:21]=1. (4) Given the reactants FC(F)(F)[C:3]([C:5]1[C:13]2[C:8](=[CH:9][C:10]([C:14]([F:17])([F:16])[F:15])=[CH:11][CH:12]=2)[N:7]([CH:18]([CH3:20])[CH3:19])[CH:6]=1)=[O:4].[OH-:23].[Na+], predict the reaction product. The product is: [CH:18]([N:7]1[C:8]2[C:13](=[CH:12][CH:11]=[C:10]([C:14]([F:17])([F:16])[F:15])[CH:9]=2)[C:5]([C:3]([OH:4])=[O:23])=[CH:6]1)([CH3:20])[CH3:19]. (5) Given the reactants [CH2:1]([CH:4]1[CH2:12][C:11]2[C:6](=[CH:7][CH:8]=[CH:9][CH:10]=2)[NH:5]1)[CH2:2][CH3:3].[Cl:13][C:14]1[N:19]=[CH:18][N:17]=[C:16]([C:20](Cl)=[O:21])[CH:15]=1.[OH-].[Na+], predict the reaction product. The product is: [Cl:13][C:14]1[N:19]=[CH:18][N:17]=[C:16]([C:20]([N:5]2[C:6]3[C:11](=[CH:10][CH:9]=[CH:8][CH:7]=3)[CH2:12][CH:4]2[CH2:1][CH2:2][CH3:3])=[O:21])[CH:15]=1. (6) Given the reactants S1C2C=CC=CC=2N=C1COC1C2C=C(F)C=CC=2SC=1C(NC(C)(C)C(O)=O)=O.C[O:32][C:33](=[O:62])[C:34]([NH:37][C:38]([C:40]1[S:44][C:43]2[CH:45]=[CH:46][C:47]([F:49])=[CH:48][C:42]=2[C:41]=1[O:50][CH2:51][C:52]1[CH:53]=[N:54][C:55]([C:58]([F:61])([F:60])[F:59])=[CH:56][CH:57]=1)=[O:39])([CH3:36])[CH3:35], predict the reaction product. The product is: [F:49][C:47]1[CH:46]=[CH:45][C:43]2[S:44][C:40]([C:38]([NH:37][C:34]([CH3:35])([CH3:36])[C:33]([OH:62])=[O:32])=[O:39])=[C:41]([O:50][CH2:51][C:52]3[CH:53]=[N:54][C:55]([C:58]([F:60])([F:59])[F:61])=[CH:56][CH:57]=3)[C:42]=2[CH:48]=1. (7) Given the reactants CN(C(ON1N=NC2C=CC=CC1=2)=[N+](C)C)C.[B-](F)(F)(F)F.[F:23][C:24]1[C:25]([C:29]([OH:31])=O)=[N:26][NH:27][CH:28]=1.N1C=CC(C(O)=O)=N1.[NH2:40][C:41]1[CH:42]=[N:43][C:44]2[C:49]([CH:50]=1)=[CH:48][CH:47]=[CH:46][CH:45]=2.C(N(C(C)C)CC)(C)C.N1C2C(=CC=CC=2)C=C(NC(C2C=CNN=2)=O)C=1, predict the reaction product. The product is: [N:43]1[C:44]2[C:49](=[CH:48][CH:47]=[CH:46][CH:45]=2)[CH:50]=[C:41]([NH:40][C:29]([C:25]2[C:24]([F:23])=[CH:28][NH:27][N:26]=2)=[O:31])[CH:42]=1. (8) Given the reactants [C:1]([O:5][C:6](=[O:15])[NH:7][C@H:8]1[CH2:13][CH2:12][C@@H:11]([OH:14])[CH2:10][CH2:9]1)([CH3:4])([CH3:3])[CH3:2].C(N(CC)CC)C.[CH3:23][S:24](Cl)(=[O:26])=[O:25].O, predict the reaction product. The product is: [C:1]([O:5][C:6]([NH:7][C@@H:8]1[CH2:9][CH2:10][C@H:11]([O:14][S:24]([CH3:23])(=[O:26])=[O:25])[CH2:12][CH2:13]1)=[O:15])([CH3:4])([CH3:2])[CH3:3]. (9) Given the reactants [C:1]1([C:15]2[CH:20]=[CH:19][CH:18]=[CH:17][CH:16]=2)[CH:6]=[CH:5][C:4]([C:7]2[N:8]=[C:9]([CH2:12][CH2:13][NH2:14])[NH:10][CH:11]=2)=[CH:3][CH:2]=1.[CH2:21]([N:25]=[C:26]=[O:27])[CH2:22][CH2:23][CH3:24], predict the reaction product. The product is: [CH2:21]([NH:25][C:26]([NH:14][CH2:13][CH2:12][C:9]1[NH:10][CH:11]=[C:7]([C:4]2[CH:5]=[CH:6][C:1]([C:15]3[CH:16]=[CH:17][CH:18]=[CH:19][CH:20]=3)=[CH:2][CH:3]=2)[N:8]=1)=[O:27])[CH2:22][CH2:23][CH3:24]. (10) Given the reactants [C:1]([OH:4])(=O)[CH3:2].[C:5](OC(=O)C)(=[O:7])[CH3:6].[CH3:12][O:13][C:14](=[O:28])[C:15]1[CH:20]=[C:19]([N+:21]([O-])=O)[CH:18]=[C:17]([N+:24]([O-])=O)[C:16]=1[Br:27].CO, predict the reaction product. The product is: [CH3:12][O:13][C:14](=[O:28])[C:15]1[CH:20]=[C:19]([NH:21][C:5](=[O:7])[CH3:6])[CH:18]=[C:17]([NH:24][C:1](=[O:4])[CH3:2])[C:16]=1[Br:27].